From a dataset of Forward reaction prediction with 1.9M reactions from USPTO patents (1976-2016). Predict the product of the given reaction. (1) Given the reactants [O:1]=[C:2]1[N:6]([C:7]2[CH:18]=[CH:17][C:10]3[NH:11][C:12](=[O:16])[CH2:13][CH2:14][CH2:15][C:9]=3[CH:8]=2)[CH2:5][C@H:4]([CH2:19][O:20][C:21](=[O:25])[CH2:22][CH2:23][CH3:24])[O:3]1.[I:26][Si](C)(C)C.II.[O-]S([O-])=O.[Na+].[Na+], predict the reaction product. The product is: [I:26][CH:13]1[C:12](=[O:16])[NH:11][C:10]2[CH:17]=[CH:18][C:7]([N:6]3[CH2:5][C@H:4]([CH2:19][O:20][C:21](=[O:25])[CH2:22][CH2:23][CH3:24])[O:3][C:2]3=[O:1])=[CH:8][C:9]=2[CH2:15][CH2:14]1. (2) Given the reactants [N:1]1[C:10]2[C:5](=[CH:6][C:7]([C:11]([OH:13])=O)=[CH:8][CH:9]=2)[CH:4]=[CH:3][CH:2]=1.Cl.[NH2:15][CH2:16][C:17]#[N:18].F[P-](F)(F)(F)(F)F.N1([P+](N(C)C)(N(C)C)N(C)C)C2C=CC=CC=2N=N1.C(N(CC)CC)C, predict the reaction product. The product is: [C:16]([CH2:17][NH:18][C:11]([C:7]1[CH:6]=[C:5]2[C:10](=[CH:9][CH:8]=1)[N:1]=[CH:2][CH:3]=[CH:4]2)=[O:13])#[N:15]. (3) Given the reactants [N+:1]([C:4]1[CH:5]=[CH:6][C:7]([O:10][C:11]2[CH:12]=[C:13]3[C:17](=[CH:18][CH:19]=2)[N:16]([C:20]2[CH:27]=[CH:26][C:23]([C:24]#[N:25])=[CH:22][CH:21]=2)[N:15]=[CH:14]3)=[N:8][CH:9]=1)([O-])=O.C(OCC)(=O)C, predict the reaction product. The product is: [NH2:1][C:4]1[CH:5]=[CH:6][C:7]([O:10][C:11]2[CH:12]=[C:13]3[C:17](=[CH:18][CH:19]=2)[N:16]([C:20]2[CH:27]=[CH:26][C:23]([C:24]#[N:25])=[CH:22][CH:21]=2)[N:15]=[CH:14]3)=[N:8][CH:9]=1.